Dataset: Catalyst prediction with 721,799 reactions and 888 catalyst types from USPTO. Task: Predict which catalyst facilitates the given reaction. (1) Reactant: [F:1][C:2]1[CH:7]=[CH:6][CH:5]=[CH:4][C:3]=1[C:8]1[NH:12][CH:11]=[C:10]([CH:13]=[O:14])[CH:9]=1.[Cl:15]N1C(=O)CCC1=O.O. Product: [Cl:15][C:9]1[C:10]([CH:13]=[O:14])=[CH:11][NH:12][C:8]=1[C:3]1[CH:4]=[CH:5][CH:6]=[CH:7][C:2]=1[F:1]. The catalyst class is: 9. (2) Reactant: [NH:1]1[C:9]2[C:4](=[CH:5][C:6]([CH:10]([C:18]3[CH:23]=[CH:22][CH:21]=[CH:20][CH:19]=3)[C:11]([CH3:17])([CH3:16])[C:12]([O:14][CH3:15])=[O:13])=[CH:7][CH:8]=2)[CH:3]=[N:2]1.C[Si]([N-][Si](C)(C)C)(C)C.[Na+].Br[CH:35]1[CH2:41][CH2:40][CH2:39][CH2:38][CH2:37][CH2:36]1. Product: [CH:35]1([N:1]2[C:9]3[C:4](=[CH:5][C:6]([CH:10]([C:18]4[CH:19]=[CH:20][CH:21]=[CH:22][CH:23]=4)[C:11]([CH3:17])([CH3:16])[C:12]([O:14][CH3:15])=[O:13])=[CH:7][CH:8]=3)[CH:3]=[N:2]2)[CH2:41][CH2:40][CH2:39][CH2:38][CH2:37][CH2:36]1. The catalyst class is: 16. (3) Reactant: [OH:1][C:2]1[CH:7]=[CH:6][C:5]([C:8]2[CH:13]=[CH:12][C:11]([OH:14])=[CH:10][CH:9]=2)=[CH:4][CH:3]=1.Br[CH2:16][CH2:17][CH2:18][CH2:19][CH2:20][CH2:21][CH2:22][CH2:23][CH2:24][CH:25]=[CH2:26].C([O-])([O-])=O.[K+].[K+].CC(=O)CC. Product: [CH2:26]([O:1][C:2]1[CH:3]=[CH:4][C:5]([C:8]2[CH:13]=[CH:12][C:11]([OH:14])=[CH:10][CH:9]=2)=[CH:6][CH:7]=1)[CH2:25][CH2:24][CH2:23][CH2:22][CH2:21][CH2:20][CH2:19][CH2:18][CH:17]=[CH2:16]. The catalyst class is: 6. (4) Reactant: [C:1]([C:3]1[CH:8]=[CH:7][C:6]([CH2:9][CH2:10][CH:11](/[CH:23]=[CH:24]/[C:25]2[CH:30]=[CH:29][CH:28]=[CH:27][C:26]=2[OH:31])[CH2:12][C:13]2[CH:22]=[CH:21][C:16]([C:17]([O:19][CH3:20])=[O:18])=[CH:15][CH:14]=2)=[CH:5][CH:4]=1)#[N:2].Br[CH2:33][CH2:34][CH2:35][CH2:36][CH2:37][CH2:38][C:39]1[CH:44]=[CH:43][CH:42]=[CH:41][CH:40]=1.C(=O)([O-])[O-].[K+].[K+]. Product: [C:1]([C:3]1[CH:8]=[CH:7][C:6]([CH2:9][CH2:10][CH:11](/[CH:23]=[CH:24]/[C:25]2[CH:30]=[CH:29][CH:28]=[CH:27][C:26]=2[O:31][CH2:33][CH2:34][CH2:35][CH2:36][CH2:37][CH2:38][C:39]2[CH:44]=[CH:43][CH:42]=[CH:41][CH:40]=2)[CH2:12][C:13]2[CH:14]=[CH:15][C:16]([C:17]([O:19][CH3:20])=[O:18])=[CH:21][CH:22]=2)=[CH:5][CH:4]=1)#[N:2]. The catalyst class is: 10. (5) Reactant: [NH2:1][C:2]1[C:3]([Cl:9])=[N:4][CH:5]=[CH:6][C:7]=1[CH3:8].[Br:10]N1C(=O)C(C)(C)N(Br)C1=O. Product: [Br:10][C:5]1[N:4]=[C:3]([Cl:9])[C:2]([NH2:1])=[C:7]([CH3:8])[CH:6]=1. The catalyst class is: 4. (6) Product: [C:1]([C:3]1[N:7]([CH:8]2[CH2:13][CH2:12][N:11]([C:14]([O:16][CH:17]([CH3:19])[CH3:18])=[O:15])[CH2:10][CH2:9]2)[N:6]=[CH:5][C:4]=1[CH2:20][O:21][C:24]1[CH:25]=[CH:26][C:27]([C:29]2[N:30]=[N:31][N:32]([CH2:34][CH2:35][O:36][Si:37]([CH3:39])([CH3:38])[CH3:40])[N:33]=2)=[CH:28][C:23]=1[F:22])#[N:2]. The catalyst class is: 12. Reactant: [C:1]([C:3]1[N:7]([CH:8]2[CH2:13][CH2:12][N:11]([C:14]([O:16][CH:17]([CH3:19])[CH3:18])=[O:15])[CH2:10][CH2:9]2)[N:6]=[CH:5][C:4]=1[CH2:20][OH:21])#[N:2].[F:22][C:23]1[CH:28]=[C:27]([C:29]2[N:30]=[N:31][N:32]([CH2:34][CH2:35][O:36][Si:37]([CH3:40])([CH3:39])[CH3:38])[N:33]=2)[CH:26]=[CH:25][C:24]=1O.C1(P(C2C=CC=CC=2)C2C=CC=CC=2)C=CC=CC=1.N(C(OCC)=O)=NC(OCC)=O. (7) Reactant: Cl.[NH:2]1[CH2:7][CH2:6][CH2:5][C@@H:4]([C:8]([O:10][CH2:11][CH3:12])=[O:9])[CH2:3]1.C(N(CC)CC)C.Cl[C:21]1[N:26]=[C:25]([NH2:27])[C:24]([N+:28]([O-:30])=[O:29])=[CH:23][CH:22]=1.O. Product: [NH2:27][C:25]1[N:26]=[C:21]([N:2]2[CH2:7][CH2:6][CH2:5][C@@H:4]([C:8]([O:10][CH2:11][CH3:12])=[O:9])[CH2:3]2)[CH:22]=[CH:23][C:24]=1[N+:28]([O-:30])=[O:29]. The catalyst class is: 10. (8) Reactant: C([O:3][C:4](=O)[C:5]([OH:22])([C:18]([F:21])([F:20])[F:19])[CH2:6][C:7]1[C:16]2[C:11](=[C:12]([F:17])[CH:13]=[CH:14][CH:15]=2)[O:10][CH2:9][CH:8]=1)C.[H-].[Al+3].[Li+].[H-].[H-].[H-].[Cl-].[NH4+]. Product: [F:17][C:12]1[CH:13]=[CH:14][CH:15]=[C:16]2[C:11]=1[O:10][CH2:9][CH:8]=[C:7]2[CH2:6][C:5]([OH:22])([C:18]([F:19])([F:20])[F:21])[CH2:4][OH:3]. The catalyst class is: 27. (9) Reactant: [I:1][C:2]1[CH:3]=[C:4]2[C:9](=[CH:10][CH:11]=1)[C:8](=[O:12])[NH:7][C:6](=[O:13])/[C:5]/2=[CH:14]\[NH:15][C:16]1[CH:17]=[CH:18][C:19]([N:22]2[CH2:27][CH2:26][N:25](C(OC(C)(C)C)=O)[CH2:24][CH2:23]2)=[N:20][CH:21]=1.P(=O)(O)(O)O.C(=O)([O-])[O-].[K+].[K+]. Product: [I:1][C:2]1[CH:3]=[C:4]2[C:9](=[CH:10][CH:11]=1)[C:8](=[O:12])[NH:7][C:6](=[O:13])/[C:5]/2=[CH:14]\[NH:15][C:16]1[CH:21]=[N:20][C:19]([N:22]2[CH2:23][CH2:24][NH:25][CH2:26][CH2:27]2)=[CH:18][CH:17]=1. The catalyst class is: 9.